The task is: Predict the product of the given reaction.. This data is from Forward reaction prediction with 1.9M reactions from USPTO patents (1976-2016). (1) Given the reactants Cl[C:2]1[N:3]=[CH:4][C:5]2[N:13]([CH3:14])[C:12](=[O:15])[C:9]3([CH2:11][CH2:10]3)[CH2:8][N:7]([CH:16]3[CH2:20][CH2:19][CH2:18][CH2:17]3)[C:6]=2[N:21]=1.[NH2:22][C:23]1[CH:31]=[CH:30][C:26]([C:27]([OH:29])=[O:28])=[CH:25][CH:24]=1.C(O)C, predict the reaction product. The product is: [CH:16]1([N:7]2[CH2:8][C:9]3([CH2:11][CH2:10]3)[C:12](=[O:15])[N:13]([CH3:14])[C:5]3[CH:4]=[N:3][C:2]([NH:22][C:23]4[CH:31]=[CH:30][C:26]([C:27]([OH:29])=[O:28])=[CH:25][CH:24]=4)=[N:21][C:6]2=3)[CH2:20][CH2:19][CH2:18][CH2:17]1. (2) Given the reactants [Cl:1][CH2:2][CH2:3][CH2:4][C:5]1[C:9]2[CH:10]=[CH:11][C:12]([F:14])=[CH:13][C:8]=2[O:7][N:6]=1.[CH3:15][N:16]1[C:25]2[CH:24]=[CH:23][CH:22]=[C:21]3[C@@H:26]4[CH2:31][NH:30][CH2:29][CH2:28][C@@H:27]4[N:19]([C:20]=23)[CH2:18][CH2:17]1.N, predict the reaction product. The product is: [ClH:1].[F:14][C:12]1[CH:11]=[CH:10][C:9]2[C:5]([CH2:4][CH2:3][CH2:2][N:30]3[CH2:29][CH2:28][C@@H:27]4[N:19]5[C:20]6[C:21]([C@@H:26]4[CH2:31]3)=[CH:22][CH:23]=[CH:24][C:25]=6[N:16]([CH3:15])[CH2:17][CH2:18]5)=[N:6][O:7][C:8]=2[CH:13]=1. (3) Given the reactants [C:1]([NH:5][S:6]([C:9]1[CH:10]=[N:11][CH:12]=[C:13]([C:15]2[N:20]3[CH:21]=[CH:22][C:23]([C:24]4[CH:29]=[CH:28][CH:27]=[CH:26][CH:25]=4)=[C:19]3[C:18](Cl)=[N:17][N:16]=2)[CH:14]=1)(=[O:8])=[O:7])([CH3:4])([CH3:3])[CH3:2].[F:31][C:32]1[CH:33]=[C:34]([CH:36]=[CH:37][CH:38]=1)[NH2:35], predict the reaction product. The product is: [C:1]([NH:5][S:6]([C:9]1[CH:10]=[N:11][CH:12]=[C:13]([C:15]2[N:20]3[CH:21]=[CH:22][C:23]([C:24]4[CH:29]=[CH:28][CH:27]=[CH:26][CH:25]=4)=[C:19]3[C:18]([NH:35][C:34]3[CH:36]=[CH:37][CH:38]=[C:32]([F:31])[CH:33]=3)=[N:17][N:16]=2)[CH:14]=1)(=[O:8])=[O:7])([CH3:4])([CH3:3])[CH3:2]. (4) Given the reactants [N+:1]([C:4]1[CH:5]=[C:6]([CH:14]=[CH:15][CH:16]=1)[C:7]([NH:9][CH:10]1[CH2:13][O:12][CH2:11]1)=[O:8])([O-])=O, predict the reaction product. The product is: [NH2:1][C:4]1[CH:5]=[C:6]([CH:14]=[CH:15][CH:16]=1)[C:7]([NH:9][CH:10]1[CH2:13][O:12][CH2:11]1)=[O:8]. (5) Given the reactants [Cl:1][C:2]1[C:3]2[C:10]([C:11]3[CH:16]=[CH:15][C:14]([O:17][CH2:18][CH2:19][N:20]4[CH2:25][CH2:24][N:23]([CH3:26])[CH2:22][CH2:21]4)=[C:13]([Cl:27])[C:12]=3[CH3:28])=[CH:9][S:8][C:4]=2[N:5]=[CH:6][N:7]=1.C([N-]C(C)C)(C)C.[Li+].[C:37](=[O:39])=[O:38], predict the reaction product. The product is: [Cl:1][C:2]1[C:3]2[C:10]([C:11]3[CH:16]=[CH:15][C:14]([O:17][CH2:18][CH2:19][N:20]4[CH2:25][CH2:24][N:23]([CH3:26])[CH2:22][CH2:21]4)=[C:13]([Cl:27])[C:12]=3[CH3:28])=[C:9]([C:37]([OH:39])=[O:38])[S:8][C:4]=2[N:5]=[CH:6][N:7]=1. (6) Given the reactants [NH2:1][C:2]1[CH:11]=[C:10]2[C:5]([CH2:6][CH2:7][CH2:8][N:9]2[CH2:12][CH2:13][N:14]([CH3:16])[CH3:15])=[CH:4][CH:3]=1.[C:17]1([C:26]2[CH:31]=[CH:30][CH:29]=[CH:28][CH:27]=2)[CH:22]=[CH:21][C:20]([C:23](O)=[O:24])=[CH:19][CH:18]=1.Cl.CN(C)CCCN=C=NCC, predict the reaction product. The product is: [CH3:15][N:14]([CH3:16])[CH2:13][CH2:12][N:9]1[C:10]2[C:5](=[CH:4][CH:3]=[C:2]([NH:1][C:23]([C:20]3[CH:21]=[CH:22][C:17]([C:26]4[CH:27]=[CH:28][CH:29]=[CH:30][CH:31]=4)=[CH:18][CH:19]=3)=[O:24])[CH:11]=2)[CH2:6][CH2:7][CH2:8]1. (7) Given the reactants Br[C:2]1[CH:11]=[C:10]([Br:12])[C:9]2[C:4](=[CH:5][CH:6]=[CH:7][CH:8]=2)[N:3]=1.[N:13]1([CH2:18][CH2:19][NH2:20])[CH2:17][CH2:16][CH2:15][CH2:14]1.C([O-])([O-])=O.[K+].[K+].[C:27]([C:31]([OH:33])=[O:32])([F:30])([F:29])[F:28], predict the reaction product. The product is: [Br:12][C:10]1[C:9]2[C:4](=[CH:5][CH:6]=[CH:7][CH:8]=2)[N:3]=[C:2]([NH:20][CH2:19][CH2:18][N:13]2[CH2:17][CH2:16][CH2:15][CH2:14]2)[CH:11]=1.[C:31]([OH:33])([C:27]([F:30])([F:29])[F:28])=[O:32]. (8) The product is: [O:16]1[C:17]2[CH:23]=[CH:22][CH:21]=[CH:20][C:18]=2[N:19]=[C:15]1[C:12]1[CH:13]=[CH:14][C:8]2[N:7]([CH2:6][CH:2]3[CH2:3][CH2:4][CH2:5][O:1]3)[C:25]([CH3:26])=[N:10][C:9]=2[CH:11]=1. Given the reactants [O:1]1[CH2:5][CH2:4][CH2:3][CH:2]1[CH2:6][NH:7][C:8]1[CH:14]=[CH:13][C:12]([C:15]2[O:16][C:17]3[CH:23]=[CH:22][CH:21]=[CH:20][C:18]=3[N:19]=2)=[CH:11][C:9]=1[NH2:10].Cl.[C:25](=N)(OC)[CH3:26].O, predict the reaction product. (9) Given the reactants Br[C:2]1[NH:3][C:4]2[C:9]([C:10]=1[CH:11]=[O:12])=[CH:8][C:7]([O:13][CH3:14])=[CH:6][CH:5]=2.[CH2:15]([N:19]1[CH:23]=[C:22](B2OC(C)(C)C(C)(C)O2)[CH:21]=[N:20]1)[CH:16]([CH3:18])[CH3:17].C1(P(C2C=CC=CC=2)C2C=CC=CC=2)C=CC=CC=1.P([O-])([O-])([O-])=O.[K+].[K+].[K+], predict the reaction product. The product is: [CH2:15]([N:19]1[CH:23]=[C:22]([C:2]2[NH:3][C:4]3[C:9]([C:10]=2[CH:11]=[O:12])=[CH:8][C:7]([O:13][CH3:14])=[CH:6][CH:5]=3)[CH:21]=[N:20]1)[CH:16]([CH3:18])[CH3:17].